Predict the reactants needed to synthesize the given product. From a dataset of Full USPTO retrosynthesis dataset with 1.9M reactions from patents (1976-2016). Given the product [C:25]([S:28][C:2]1[C:11]2[C:6](=[CH:7][CH:8]=[C:9]([I:12])[CH:10]=2)[N:5]=[CH:4][C:3]=1[C:13]#[N:14])([CH3:27])([CH3:26])[CH3:24], predict the reactants needed to synthesize it. The reactants are: Cl[C:2]1[C:11]2[C:6](=[CH:7][CH:8]=[C:9]([I:12])[CH:10]=2)[N:5]=[CH:4][C:3]=1[C:13]#[N:14].CCN(C(C)C)C(C)C.[CH3:24][C:25]([SH:28])([CH3:27])[CH3:26].